Dataset: Forward reaction prediction with 1.9M reactions from USPTO patents (1976-2016). Task: Predict the product of the given reaction. (1) Given the reactants [CH3:1][C@H:2]1[CH2:7][N:6]([C:8]2[CH:9]=[CH:10][C:11]3[C:12]4[N:20]=[C:19]([C:21]5[CH:26]=[CH:25][CH:24]=[C:23]([C:27]([F:30])([F:29])[F:28])[CH:22]=5)[CH:18]=[C:17]([C:31]([O:33]C)=O)[C:13]=4[NH:14][C:15]=3[CH:16]=2)[CH2:5][C@@H:4]([CH3:35])[O:3]1.[NH3:36], predict the reaction product. The product is: [CH3:35][C@H:4]1[CH2:5][N:6]([C:8]2[CH:9]=[CH:10][C:11]3[C:12]4[N:20]=[C:19]([C:21]5[CH:26]=[CH:25][CH:24]=[C:23]([C:27]([F:30])([F:28])[F:29])[CH:22]=5)[CH:18]=[C:17]([C:31]([NH2:36])=[O:33])[C:13]=4[NH:14][C:15]=3[CH:16]=2)[CH2:7][C@@H:2]([CH3:1])[O:3]1. (2) The product is: [ClH:42].[C:1]([C:5]1[CH:9]=[C:8]([NH:10][C:11]([NH:13][CH2:14][C:15]2[CH:20]=[C:19]([F:21])[CH:18]=[CH:17][C:16]=2[O:22][C:23]2[CH:24]=[C:25]3[C:29](=[CH:30][CH:31]=2)[N:28]([CH2:32][CH2:33][OH:34])[N:27]=[CH:26]3)=[O:12])[N:7]([C:35]2[CH:40]=[CH:39][C:38]([CH3:41])=[CH:37][CH:36]=2)[N:6]=1)([CH3:4])([CH3:3])[CH3:2]. Given the reactants [C:1]([C:5]1[CH:9]=[C:8]([NH:10][C:11]([NH:13][CH2:14][C:15]2[CH:20]=[C:19]([F:21])[CH:18]=[CH:17][C:16]=2[O:22][C:23]2[CH:24]=[C:25]3[C:29](=[CH:30][CH:31]=2)[N:28]([CH2:32][CH2:33][OH:34])[N:27]=[CH:26]3)=[O:12])[N:7]([C:35]2[CH:40]=[CH:39][C:38]([CH3:41])=[CH:37][CH:36]=2)[N:6]=1)([CH3:4])([CH3:3])[CH3:2].[ClH:42], predict the reaction product. (3) Given the reactants [F:1][C:2]1[CH:7]=[CH:6][CH:5]=[C:4]([OH:8])[C:3]=1[C:9]1[N:18]=[C:17]([N:19]2[CH2:23][CH2:22][C@@H:21]([NH:24][C:25](=[O:29])[O:26][CH2:27][CH3:28])[CH2:20]2)[C:16]2[C:11](=[CH:12][C:13]([CH3:30])=[CH:14][CH:15]=2)[N:10]=1.[ClH:31], predict the reaction product. The product is: [ClH:31].[F:1][C:2]1[CH:7]=[CH:6][CH:5]=[C:4]([OH:8])[C:3]=1[C:9]1[N:18]=[C:17]([N:19]2[CH2:23][CH2:22][C@@H:21]([NH:24][C:25](=[O:29])[O:26][CH2:27][CH3:28])[CH2:20]2)[C:16]2[C:11](=[CH:12][C:13]([CH3:30])=[CH:14][CH:15]=2)[N:10]=1. (4) Given the reactants [O:1]=[S:2]1(=[O:29])[CH2:7][CH2:6][N:5]([C:8]([C:10]2[NH:11][C:12]3[C:17]([CH:18]=2)=[CH:16][C:15]([O:19][CH:20]2[CH2:25][CH2:24][N:23]([CH:26]([CH3:28])[CH3:27])[CH2:22][CH2:21]2)=[CH:14][CH:13]=3)=[O:9])[CH2:4][CH2:3]1.Br[CH:31]([CH3:34])[C:32]#[N:33], predict the reaction product. The product is: [O:29]=[S:2]1(=[O:1])[CH2:7][CH2:6][N:5]([C:8]([C:10]2[N:11]([CH:31]([CH3:34])[C:32]#[N:33])[C:12]3[C:17]([CH:18]=2)=[CH:16][C:15]([O:19][CH:20]2[CH2:25][CH2:24][N:23]([CH:26]([CH3:27])[CH3:28])[CH2:22][CH2:21]2)=[CH:14][CH:13]=3)=[O:9])[CH2:4][CH2:3]1. (5) Given the reactants [NH2:1][C:2]1[N:6]([CH:7]2[CH2:12][CH2:11][CH2:10][NH:9][CH2:8]2)[N:5]=[C:4]([C:13]2[CH:18]=[CH:17][C:16]([O:19][C:20]3[CH:25]=[CH:24][CH:23]=[CH:22][CH:21]=3)=[CH:15][CH:14]=2)[C:3]=1[C:26]([NH2:28])=[O:27].[C:29](O)(=[O:32])[C:30]#[CH:31], predict the reaction product. The product is: [NH2:1][C:2]1[N:6]([CH:7]2[CH2:12][CH2:11][CH2:10][N:9]([C:29](=[O:32])[C:30]#[CH:31])[CH2:8]2)[N:5]=[C:4]([C:13]2[CH:14]=[CH:15][C:16]([O:19][C:20]3[CH:25]=[CH:24][CH:23]=[CH:22][CH:21]=3)=[CH:17][CH:18]=2)[C:3]=1[C:26]([NH2:28])=[O:27]. (6) The product is: [CH3:9][O:10][CH:11]1[CH2:16][CH2:15][C:14]2([O:17][CH2:18]2)[CH2:13][CH2:12]1. Given the reactants [H-].[Na+].[I-].C[S+](C)(C)=O.[CH3:9][O:10][CH:11]1[CH2:16][CH2:15][C:14](=[O:17])[CH2:13][CH2:12]1.[CH3:18]CN(C(SCC)=O)C1CCCCC1, predict the reaction product. (7) Given the reactants C(C1C=[N:6][NH:7][C:8]2[CH:14]=[CH:13][CH:12]=[CH:11][C:9]=2[CH:10]=1)(=O)C.C1(C)C=C(C)C=C(C)C=1S(ONC(=O)[O:29][CH2:30][CH:31]=C)(=O)=O.[CH2:35]([NH:37]CC)[CH3:36], predict the reaction product. The product is: [C:30]([N:37]1[CH2:10][C:9]2[CH:11]=[CH:12][CH:13]=[CH:14][C:8]=2[N:7]([NH2:6])[CH2:36][CH2:35]1)(=[O:29])[CH3:31]. (8) Given the reactants [C:1]([O:5][C:6]([N:8]1[CH2:11][C:10]2([CH2:14][CH:13]([NH:15][C:16]3[C:21]([C:22]4[CH:23]=[N:24][N:25]([CH3:27])[CH:26]=4)=[CH:20][N:19]=[C:18](Cl)[N:17]=3)[CH2:12]2)[CH2:9]1)=[O:7])([CH3:4])([CH3:3])[CH3:2].[CH3:29][N:30]1[CH:34]=[C:33]([C:35]2[CH:40]=[CH:39][CH:38]=[C:37](B3OC(C)(C)C(C)(C)O3)[CH:36]=2)[CH:32]=[N:31]1.C(Cl)Cl.C(=O)([O-])[O-].[Cs+].[Cs+], predict the reaction product. The product is: [C:1]([O:5][C:6]([N:8]1[CH2:11][C:10]2([CH2:14][CH:13]([NH:15][C:16]3[C:21]([C:22]4[CH:23]=[N:24][N:25]([CH3:27])[CH:26]=4)=[CH:20][N:19]=[C:18]([C:39]4[CH:38]=[CH:37][CH:36]=[C:35]([C:33]5[CH:32]=[N:31][N:30]([CH3:29])[CH:34]=5)[CH:40]=4)[N:17]=3)[CH2:12]2)[CH2:9]1)=[O:7])([CH3:4])([CH3:3])[CH3:2].